This data is from Forward reaction prediction with 1.9M reactions from USPTO patents (1976-2016). The task is: Predict the product of the given reaction. (1) Given the reactants ClC1C=C(C=CC=1Cl)[O:5][CH:6]1[CH2:11][CH2:10][N:9]([S:12]([C:15]2[C:16]([CH3:22])=[N:17][N:18]([CH3:21])[C:19]=2[CH3:20])(=[O:14])=[O:13])[CH2:8][CH2:7]1.CN1C(C)=C(S(Cl)(=O)=O)C(C)=N1.FC(F)(F)C(O)=O.[Cl:46][C:47]1[CH:48]=[C:49]([CH:58]=[CH:59][C:60]=1[Cl:61])[CH2:50]C1(O)CCNCC1, predict the reaction product. The product is: [Cl:46][C:47]1[CH:48]=[C:49]([CH:58]=[CH:59][C:60]=1[Cl:61])[CH2:50][C:6]1([OH:5])[CH2:7][CH2:8][N:9]([S:12]([C:15]2[C:16]([CH3:22])=[N:17][N:18]([CH3:21])[C:19]=2[CH3:20])(=[O:13])=[O:14])[CH2:10][CH2:11]1. (2) Given the reactants [NH:1]1[C:9]2[C:4](=[CH:5][C:6]([CH2:10][NH:11][C:12](=[O:24])[C:13]3[CH:18]=[CH:17][C:16]([S:19][C:20]([F:23])([F:22])[F:21])=[CH:15][CH:14]=3)=[CH:7][CH:8]=2)[CH:3]=[CH:2]1.C=O.[C:27](O[BH-](OC(=O)C)OC(=O)C)(=O)C.[Na+], predict the reaction product. The product is: [CH3:27][N:1]1[C:9]2[C:4](=[CH:5][C:6]([CH2:10][NH:11][C:12](=[O:24])[C:13]3[CH:14]=[CH:15][C:16]([S:19][C:20]([F:22])([F:21])[F:23])=[CH:17][CH:18]=3)=[CH:7][CH:8]=2)[CH2:3][CH2:2]1. (3) Given the reactants [NH2:1][C:2]1[CH:7]=[CH:6][CH:5]=[C:4]([NH2:8])[CH:3]=1.C(N(C(C)C)CC)(C)C.[C:18](O[C:18](=[O:23])[C:19]([CH3:22])([CH3:21])[CH3:20])(=[O:23])[C:19]([CH3:22])([CH3:21])[CH3:20].C(=O)(O)[O-].[Na+], predict the reaction product. The product is: [NH2:1][C:2]1[CH:3]=[C:4]([NH:8][C:18](=[O:23])[C:19]([CH3:22])([CH3:21])[CH3:20])[CH:5]=[CH:6][CH:7]=1. (4) Given the reactants [CH3:1][O:2][C:3]1[CH:4]=[C:5]2[C:10](=[CH:11][CH:12]=1)[CH:9]=[C:8]([C:13](=O)[CH2:14][CH2:15][CH2:16][CH2:17][CH2:18][CH3:19])[CH:7]=[CH:6]2.Cl.[CH2:22]([N:29]([C:31]1[CH:36]=[CH:35][CH:34]=[CH:33][CH:32]=1)N)[C:23]1[CH:28]=[CH:27][CH:26]=[CH:25][CH:24]=1, predict the reaction product. The product is: [CH2:22]([N:29]1[C:31]2[C:36](=[CH:35][CH:34]=[CH:33][CH:32]=2)[C:14]([CH2:15][CH2:16][CH2:17][CH2:18][CH3:19])=[C:13]1[C:8]1[CH:7]=[CH:6][C:5]2[C:10](=[CH:11][CH:12]=[C:3]([O:2][CH3:1])[CH:4]=2)[CH:9]=1)[C:23]1[CH:28]=[CH:27][CH:26]=[CH:25][CH:24]=1. (5) The product is: [Br:7][C:8]1[CH:9]=[CH:10][C:11]([C:14]2[C:18]3[CH2:19][N:20]([C:23](=[O:25])[CH3:24])[CH2:21][CH2:22][C:17]=3[N:16]([CH2:26][CH:28]3[CH2:29][O:30]3)[N:15]=2)=[CH:12][CH:13]=1. Given the reactants C([O-])([O-])=O.[Cs+].[Cs+].[Br:7][C:8]1[CH:13]=[CH:12][C:11]([C:14]2[C:18]3[CH2:19][N:20]([C:23](=[O:25])[CH3:24])[CH2:21][CH2:22][C:17]=3[NH:16][N:15]=2)=[CH:10][CH:9]=1.[CH2:26]([CH:28]1[O:30][CH2:29]1)Cl, predict the reaction product. (6) Given the reactants Cl[C:2]1[CH:7]=[C:6]([C:8]2[CH:13]=[CH:12][C:11]([S:14][C:15]3[CH:20]=[CH:19][CH:18]=[CH:17][C:16]=3[O:21][CH3:22])=[C:10]([C:23]([F:26])([F:25])[F:24])[CH:9]=2)[CH:5]=[CH:4][N:3]=1.OC1CCNC1.[NH:33]1[CH2:38][CH2:37][CH:36]([CH2:39][OH:40])[CH2:35][CH2:34]1, predict the reaction product. The product is: [CH3:22][O:21][C:16]1[CH:17]=[CH:18][CH:19]=[CH:20][C:15]=1[S:14][C:11]1[CH:12]=[CH:13][C:8]([C:6]2[CH:5]=[CH:4][N:3]=[C:2]([N:33]3[CH2:38][CH2:37][CH:36]([CH2:39][OH:40])[CH2:35][CH2:34]3)[CH:7]=2)=[CH:9][C:10]=1[C:23]([F:26])([F:25])[F:24]. (7) Given the reactants [CH:1]12[O:7][CH:2]1[CH2:3][CH2:4][CH2:5][CH2:6]2.[F:8][C:9]1[CH:14]=[CH:13][C:12]([N:15]2[C:19]3([CH2:24][CH2:23][NH:22][CH2:21][CH2:20]3)[C:18](=[O:25])[NH:17][CH2:16]2)=[CH:11][CH:10]=1, predict the reaction product. The product is: [F:8][C:9]1[CH:14]=[CH:13][C:12]([N:15]2[C:19]3([CH2:20][CH2:21][N:22]([CH:2]4[CH2:3][CH2:4][CH2:5][CH2:6][C:1]4([C:12]4[CH:13]=[CH:14][C:9]([F:8])=[CH:10][CH:11]=4)[OH:7])[CH2:23][CH2:24]3)[C:18](=[O:25])[NH:17][CH2:16]2)=[CH:11][CH:10]=1. (8) Given the reactants Br[C:2]1[CH:7]=[CH:6][C:5]([F:8])=[CH:4][C:3]=1[N:9]1[C:13]([CH3:14])=[N:12][CH:11]=[N:10]1.[Cu][C:16]#[N:17], predict the reaction product. The product is: [F:8][C:5]1[CH:6]=[CH:7][C:2]([C:16]#[N:17])=[C:3]([N:9]2[C:13]([CH3:14])=[N:12][CH:11]=[N:10]2)[CH:4]=1. (9) Given the reactants [C:1]([O:5][C:6]([NH:8][CH:9]([CH2:14][CH:15]([C:19]1[CH:24]=[CH:23][C:22]([Cl:25])=[CH:21][CH:20]=1)[C:16](=O)[CH3:17])[C:10](OC)=[O:11])=[O:7])([CH3:4])([CH3:3])[CH3:2].C([O-])(=O)C.[NH4+].C(O)(=O)C.C([BH3-])#[N:36].[Na+].C(=O)(O)[O-].[Na+].C(=O)([O-])[O-].[K+].[K+], predict the reaction product. The product is: [Cl:25][C:22]1[CH:23]=[CH:24][C:19]([CH:15]2[CH:16]([CH3:17])[NH:36][C:10](=[O:11])[CH:9]([NH:8][C:6](=[O:7])[O:5][C:1]([CH3:4])([CH3:3])[CH3:2])[CH2:14]2)=[CH:20][CH:21]=1.